This data is from Full USPTO retrosynthesis dataset with 1.9M reactions from patents (1976-2016). The task is: Predict the reactants needed to synthesize the given product. (1) Given the product [Ba+2:21].[S:2]([C:6]1[CH:7]=[C:8]([C:15]([O-:17])=[O:16])[CH:9]=[C:10]([CH:14]=1)[C:11]([O-:13])=[O:12])([OH:5])(=[O:4])=[O:3], predict the reactants needed to synthesize it. The reactants are: [Na+].[S:2]([C:6]1[CH:7]=[C:8]([C:15]([O-:17])=[O:16])[CH:9]=[C:10]([CH:14]=1)[C:11]([O-:13])=[O:12])([OH:5])(=[O:4])=[O:3].[Na+].[Na].[Cl-].[Ba+2:21].[Cl-]. (2) Given the product [Cl:6][C:7]1[CH:22]=[C:21]([Cl:23])[C:20]([OH:24])=[CH:19][C:8]=1[O:9][C:10]1[N:14]([CH3:15])[N:13]=[C:12]([CH3:16])[C:11]=1[CH:17]=[O:18], predict the reactants needed to synthesize it. The reactants are: S(=O)(=O)(O)O.[Cl:6][C:7]1[CH:22]=[C:21]([Cl:23])[C:20]([O:24]CC2C=CC(OC)=CC=2)=[CH:19][C:8]=1[O:9][C:10]1[N:14]([CH3:15])[N:13]=[C:12]([CH3:16])[C:11]=1[CH:17]=[O:18].O. (3) Given the product [C:6]([O:5][C:3]([NH:10][C@@H:11]([CH2:12][O:13][CH3:18])[C:14]([OH:16])=[O:15])=[O:4])([CH3:9])([CH3:8])[CH3:7], predict the reactants needed to synthesize it. The reactants are: [H-].[Na+].[C:3]([NH:10][C@H:11]([C:14]([OH:16])=[O:15])[CH2:12][OH:13])([O:5][C:6]([CH3:9])([CH3:8])[CH3:7])=[O:4].[O-][CH2:18]C.[Na+].CI. (4) Given the product [F:15][C:16]1[CH:24]=[C:23]2[C:19]([C:20]([CH:25]3[CH2:26][CH2:27][N:28]([CH3:31])[CH2:29][CH2:30]3)=[CH:21][NH:22]2)=[CH:18][C:17]=1[O:32][S:11]([C:5]1[C:6]([F:10])=[CH:7][CH:8]=[CH:9][C:4]=1[F:3])(=[O:13])=[O:12], predict the reactants needed to synthesize it. The reactants are: [OH-].[Na+].[F:3][C:4]1[CH:9]=[CH:8][CH:7]=[C:6]([F:10])[C:5]=1[S:11](Cl)(=[O:13])=[O:12].[F:15][C:16]1[CH:24]=[C:23]2[C:19]([C:20]([CH:25]3[CH2:30][CH2:29][N:28]([CH3:31])[CH2:27][CH2:26]3)=[CH:21][NH:22]2)=[CH:18][C:17]=1[OH:32]. (5) Given the product [Cl:33][C:30]1[CH:31]=[CH:32][C:27]2[S:26][CH:25]=[C:24]([CH2:23][N:3]3[C:4]4=[N:9][C:8]([N:10]5[CH2:11][CH2:12][O:13][CH2:14][CH2:15]5)=[CH:7][C:6](=[O:16])[N:5]4[CH2:17][C@@:2]3([CH3:1])[C:18]([F:21])([F:19])[F:20])[C:28]=2[CH:29]=1, predict the reactants needed to synthesize it. The reactants are: [CH3:1][C@@:2]1([C:18]([F:21])([F:20])[F:19])[CH2:17][N:5]2[C:6](=[O:16])[CH:7]=[C:8]([N:10]3[CH2:15][CH2:14][O:13][CH2:12][CH2:11]3)[N:9]=[C:4]2[NH:3]1.Br[CH2:23][C:24]1[C:28]2[CH:29]=[C:30]([Cl:33])[CH:31]=[CH:32][C:27]=2[S:26][CH:25]=1.C(=O)([O-])[O-].[Cs+].[Cs+]. (6) Given the product [OH:39][CH2:38][CH2:37]/[CH:36]=[CH:35]/[CH2:34][C:33]([NH:32][C:27]1[CH:28]=[CH:29][CH:30]=[CH:31][C:26]=1[NH:25][C:24](=[O:48])[O:23][C:19]([CH3:21])([CH3:20])[CH3:22])=[O:47], predict the reactants needed to synthesize it. The reactants are: CCCC[N+](CCCC)(CCCC)CCCC.[F-].[C:19]([O:23][C:24](=[O:48])[NH:25][C:26]1[CH:31]=[CH:30][CH:29]=[CH:28][C:27]=1[NH:32][C:33](=[O:47])[CH2:34]/[CH:35]=[CH:36]/[CH2:37][CH2:38][O:39][Si](C(C)(C)C)(C)C)([CH3:22])([CH3:21])[CH3:20].